Predict the reaction yield, written as a fraction of the theoretical maximum amount of product (1.0 means a 100% yield; for example, 0.34 means a 34% yield). From a dataset of Reaction yield outcomes from USPTO patents with 853,638 reactions. (1) The reactants are [C:9](O[C:9]([O:11][C:12]([CH3:15])([CH3:14])[CH3:13])=[O:10])([O:11][C:12]([CH3:15])([CH3:14])[CH3:13])=[O:10].[Br:16][C:17]1[CH:22]=[C:21]([C:23]([F:26])([F:25])[F:24])[C:20]2[CH2:27][O:28][C@@H:29]3[C@H:33]([C:19]=2[CH:18]=1)[CH2:32][NH:31][CH2:30]3.C([O-])(O)=O.[Na+].O. The catalyst is CO. The product is [Br:16][C:17]1[CH:22]=[C:21]([C:23]([F:26])([F:25])[F:24])[C:20]2[CH2:27][O:28][C@@H:29]3[C@H:33]([C:19]=2[CH:18]=1)[CH2:32][N:31]([C:9]([O:11][C:12]([CH3:13])([CH3:14])[CH3:15])=[O:10])[CH2:30]3. The yield is 0.670. (2) The reactants are [CH3:1][C:2]1[C:7]([NH2:8])=[CH:6][C:5]([CH:9]2[CH2:14][CH2:13][N:12]([CH3:15])[CH2:11][C:10]2([CH3:17])[CH3:16])=[CH:4][N:3]=1.[C:18]([O:22][C:23]([NH:25][C:26](=[N:29][C:30]([O:32][C:33]([CH3:36])([CH3:35])[CH3:34])=[O:31])SC)=[O:24])([CH3:21])([CH3:20])[CH3:19]. The catalyst is C(Cl)Cl.[Hg](Cl)Cl. The product is [C:33]([O:32][C:30](=[O:31])[NH:29]/[C:26](/[NH:8][C:7]1[C:2]([CH3:1])=[N:3][CH:4]=[C:5]([CH:9]2[CH2:14][CH2:13][N:12]([CH3:15])[CH2:11][C:10]2([CH3:17])[CH3:16])[CH:6]=1)=[N:25]\[C:23](=[O:24])[O:22][C:18]([CH3:21])([CH3:20])[CH3:19])([CH3:36])([CH3:34])[CH3:35]. The yield is 0.480. (3) The reactants are [CH:1]([N:4]1[C:8]2[N:9]=[C:10]([N:16]3[CH2:21][CH2:20][N:19]([CH3:22])[CH2:18][CH2:17]3)[CH:11]=[C:12]([C:13]([OH:15])=O)[C:7]=2[CH:6]=[N:5]1)([CH3:3])[CH3:2].[NH2:23][CH2:24][C:25]1[C:26](=[O:33])[NH:27][C:28]([CH3:32])=[CH:29][C:30]=1[CH3:31].C1CN([P+](ON2N=NC3C=CC=CC2=3)(N2CCCC2)N2CCCC2)CC1.F[P-](F)(F)(F)(F)F.C([O-])(O)=O.[Na+]. The catalyst is CS(C)=O.C(Cl)Cl. The product is [CH3:31][C:30]1[CH:29]=[C:28]([CH3:32])[NH:27][C:26](=[O:33])[C:25]=1[CH2:24][NH:23][C:13]([C:12]1[C:7]2[CH:6]=[N:5][N:4]([CH:1]([CH3:2])[CH3:3])[C:8]=2[N:9]=[C:10]([N:16]2[CH2:17][CH2:18][N:19]([CH3:22])[CH2:20][CH2:21]2)[CH:11]=1)=[O:15]. The yield is 0.530. (4) The reactants are [NH2:1][C@H:2]([C:8]([O-:10])=[O:9])[CH2:3][CH2:4][CH2:5][CH2:6][NH2:7].[Mg+2:11].[NH2:12][C@H:13]([C:19]([O-:21])=[O:20])[CH2:14][CH2:15][CH2:16][CH2:17][NH2:18].[C:22]([OH:41])(=[O:40])[CH2:23][CH2:24][CH2:25][CH2:26][CH2:27][CH2:28][CH2:29]/[CH:30]=[CH:31]\[CH2:32][CH2:33][CH2:34][CH2:35][CH2:36][CH2:37][CH2:38][CH3:39]. The catalyst is CO.C(OCC)(=O)C. The product is [C:22]([OH:41])(=[O:40])[CH2:23][CH2:24][CH2:25][CH2:26][CH2:27][CH2:28][CH2:29]/[CH:30]=[CH:31]\[CH2:32][CH2:33][CH2:34][CH2:35][CH2:36][CH2:37][CH2:38][CH3:39].[C:22]([OH:41])(=[O:40])[CH2:23][CH2:24][CH2:25][CH2:26][CH2:27][CH2:28][CH2:29]/[CH:30]=[CH:31]\[CH2:32][CH2:33][CH2:34][CH2:35][CH2:36][CH2:37][CH2:38][CH3:39].[NH2:1][C@H:2]([C:8]([O-:10])=[O:9])[CH2:3][CH2:4][CH2:5][CH2:6][NH2:7].[Mg+2:11].[NH2:12][C@H:13]([C:19]([O-:21])=[O:20])[CH2:14][CH2:15][CH2:16][CH2:17][NH2:18]. The yield is 0.990. (5) The reactants are Cl[C:2]1[CH:7]=[C:6]([Cl:8])[N:5]=[N:4][C:3]=1[C:9]([O:11][CH2:12][CH3:13])=[O:10].[F:14][C:15]1[CH:16]=[CH:17][C:18]([NH2:24])=[N:19][C:20]=1[CH:21]([CH3:23])[CH3:22]. The catalyst is C(#N)C. The product is [Cl:8][C:6]1[N:5]=[N:4][C:3]([C:9]([O:11][CH2:12][CH3:13])=[O:10])=[C:2]([NH:24][C:18]2[CH:17]=[CH:16][C:15]([F:14])=[C:20]([CH:21]([CH3:23])[CH3:22])[N:19]=2)[CH:7]=1. The yield is 0.220. (6) The reactants are [F:1][C:2]1[CH:7]=[CH:6][C:5]([N:8]2[CH2:12][CH2:11][CH:10]([C:13]([OH:15])=O)[C:9]2=[O:16])=[CH:4][CH:3]=1.[F:17][C:18]1[CH:19]=[C:20]([NH:40]C(=O)CC(NC2C=CC(F)=CC=2)=O)[CH:21]=[CH:22][C:23]=1[O:24][C:25]1[CH:30]=[CH:29][N:28]=[C:27]([NH:31]CCN2CCOCC2)[CH:26]=1.CN(C(ON1N=NC2C=CC=NC1=2)=[N+](C)C)C.F[P-](F)(F)(F)(F)F.C(N(C(C)C)CC)(C)C. The catalyst is CN(C=O)C. The product is [NH2:31][C:27]1[CH:26]=[C:25]([O:24][C:23]2[CH:22]=[CH:21][C:20]([NH:40][C:13]([CH:10]3[CH2:11][CH2:12][N:8]([C:5]4[CH:4]=[CH:3][C:2]([F:1])=[CH:7][CH:6]=4)[C:9]3=[O:16])=[O:15])=[CH:19][C:18]=2[F:17])[CH:30]=[CH:29][N:28]=1. The yield is 0.430.